From a dataset of Ames mutagenicity test results for genotoxicity prediction. Regression/Classification. Given a drug SMILES string, predict its toxicity properties. Task type varies by dataset: regression for continuous values (e.g., LD50, hERG inhibition percentage) or binary classification for toxic/non-toxic outcomes (e.g., AMES mutagenicity, cardiotoxicity, hepatotoxicity). Dataset: ames. (1) The drug is CCN(CCCO)N=O. The result is 1 (mutagenic). (2) The compound is NC(=O)c1ccc([N+](=O)[O-])cc1. The result is 1 (mutagenic).